This data is from Forward reaction prediction with 1.9M reactions from USPTO patents (1976-2016). The task is: Predict the product of the given reaction. (1) Given the reactants [F:1][C:2]1[CH:7]=[CH:6][C:5]([C:8]2[C:9]3[C:10](=[N:27][N:28]([CH2:30][C:31]([OH:33])=O)[CH:29]=3)[N:11]=[C:12]([C:20]3[CH:25]=[CH:24][C:23]([F:26])=[CH:22][CH:21]=3)[C:13]=2[C:14]2[CH:19]=[CH:18][N:17]=[CH:16][CH:15]=2)=[CH:4][CH:3]=1.C1(N=C=NC2CCCCC2)CCCCC1.ON1C2C=CC=CC=2N=N1.[NH:59]1[CH2:64][CH2:63][O:62][CH2:61][CH2:60]1, predict the reaction product. The product is: [F:1][C:2]1[CH:3]=[CH:4][C:5]([C:8]2[C:9]3[C:10](=[N:27][N:28]([CH2:30][C:31]([N:59]4[CH2:64][CH2:63][O:62][CH2:61][CH2:60]4)=[O:33])[CH:29]=3)[N:11]=[C:12]([C:20]3[CH:21]=[CH:22][C:23]([F:26])=[CH:24][CH:25]=3)[C:13]=2[C:14]2[CH:15]=[CH:16][N:17]=[CH:18][CH:19]=2)=[CH:6][CH:7]=1. (2) Given the reactants [Br:1][C:2]1[CH:6]=[C:5]([C:7](O)=[O:8])[N:4]([C:10]2[C:15]([Cl:16])=[CH:14][C:13]([Cl:17])=[CH:12][N:11]=2)[N:3]=1.C(Cl)(=O)C([Cl:21])=O, predict the reaction product. The product is: [Br:1][C:2]1[CH:6]=[C:5]([C:7]([Cl:21])=[O:8])[N:4]([C:10]2[C:15]([Cl:16])=[CH:14][C:13]([Cl:17])=[CH:12][N:11]=2)[N:3]=1. (3) Given the reactants [CH3:1][O:2][C:3]1[CH:4]=[C:5]2[C:9](=[CH:10][C:11]=1[O:12][CH3:13])[N:8]([CH2:14][CH2:15][N:16]1[CH2:21][CH2:20][N:19]([CH3:22])[CH2:18][CH2:17]1)[CH:7]=[C:6]2[C:23]1[N:32](S(C2C=CC(C)=CC=2)(=O)=O)[C:26]2=[N:27][CH:28]=[C:29]([F:31])[CH:30]=[C:25]2[CH:24]=1.[OH-].[K+].ClCCl.CO, predict the reaction product. The product is: [CH3:1][O:2][C:3]1[CH:4]=[C:5]2[C:9](=[CH:10][C:11]=1[O:12][CH3:13])[N:8]([CH2:14][CH2:15][N:16]1[CH2:17][CH2:18][N:19]([CH3:22])[CH2:20][CH2:21]1)[CH:7]=[C:6]2[C:23]1[NH:32][C:26]2=[N:27][CH:28]=[C:29]([F:31])[CH:30]=[C:25]2[CH:24]=1. (4) Given the reactants Br[C:2]1[S:3][CH:4]=[C:5]([C:7]([NH:9][C:10]2[CH:11]=[N:12][N:13]([CH3:31])[C:14]=2[C@H:15]2[O:21][CH2:20][C@H:19]([F:22])[C@H:18]([NH:23]C(=O)OC(C)(C)C)[CH2:17][CH2:16]2)=[O:8])[N:6]=1.[Cl:32][C:33]1[C:34]([F:42])=[C:35](B(O)O)[CH:36]=[CH:37][CH:38]=1, predict the reaction product. The product is: [NH2:23][C@H:18]1[C@@H:19]([F:22])[CH2:20][O:21][C@H:15]([C:14]2[N:13]([CH3:31])[N:12]=[CH:11][C:10]=2[NH:9][C:7]([C:5]2[N:6]=[C:2]([C:35]3[CH:36]=[CH:37][CH:38]=[C:33]([Cl:32])[C:34]=3[F:42])[S:3][CH:4]=2)=[O:8])[CH2:16][CH2:17]1. (5) Given the reactants [CH2:1]([O:8][C:9]1[CH:14]=[CH:13][C:12]([CH:15]=[C:16]([O:21][CH3:22])[C:17]([O:19]C)=[O:18])=[CH:11][CH:10]=1)[C:2]1[CH:7]=[CH:6][CH:5]=[CH:4][CH:3]=1.[OH-].[Na+:24], predict the reaction product. The product is: [CH2:1]([O:8][C:9]1[CH:14]=[CH:13][C:12]([CH:15]=[C:16]([O:21][CH3:22])[C:17]([O-:19])=[O:18])=[CH:11][CH:10]=1)[C:2]1[CH:3]=[CH:4][CH:5]=[CH:6][CH:7]=1.[Na+:24]. (6) Given the reactants [F:1][C:2]1[CH:9]=[CH:8][C:7]([F:10])=[CH:6][C:3]=1[CH:4]=O.[N+:11]([CH2:14][CH2:15][CH2:16][C:17]([O:19]C)=O)([O-:13])=[O:12].[CH2:21]([NH2:28])[C:22]1[CH:27]=[CH:26][CH:25]=[CH:24][CH:23]=1.C([O-])(=O)C.[Na+].C(O)(=O)C, predict the reaction product. The product is: [F:1][C:2]1[CH:9]=[CH:8][C:7]([F:10])=[CH:6][C:3]=1[C@@H:4]1[N:28]([CH2:21][C:22]2[CH:27]=[CH:26][CH:25]=[CH:24][CH:23]=2)[C:17](=[O:19])[CH2:16][CH2:15][C@H:14]1[N+:11]([O-:13])=[O:12]. (7) Given the reactants [CH3:1][Si:2]([C:5]#[C:6][C:7]1[CH:14]=[CH:13][C:10]([CH:11]=O)=[CH:9][CH:8]=1)([CH3:4])[CH3:3].[C:15]1([C@H:21]([NH2:23])[CH3:22])[CH:20]=[CH:19][CH:18]=[CH:17][CH:16]=1, predict the reaction product. The product is: [C:15]1([C@H:21]([NH:23][CH2:11][C:10]2[CH:13]=[CH:14][C:7]([C:6]#[C:5][Si:2]([CH3:4])([CH3:3])[CH3:1])=[CH:8][CH:9]=2)[CH3:22])[CH:20]=[CH:19][CH:18]=[CH:17][CH:16]=1. (8) Given the reactants [N:1]1([C:14]([O:16][C:17]([CH3:20])([CH3:19])[CH3:18])=[O:15])[CH2:13][C@H:11]([OH:12])[CH2:10][C@H:2]1[C:3]([O:5][C:6]([CH3:9])([CH3:8])[CH3:7])=[O:4].N1C=CC=CC=1.[C:27]1([CH3:37])[CH:32]=[CH:31][C:30]([S:33](Cl)(=[O:35])=[O:34])=[CH:29][CH:28]=1, predict the reaction product. The product is: [S:33]([O:12][CH:11]1[CH2:13][N:1]([C:14]([O:16][C:17]([CH3:20])([CH3:19])[CH3:18])=[O:15])[CH:2]([C:3]([O:5][C:6]([CH3:7])([CH3:8])[CH3:9])=[O:4])[CH2:10]1)([C:30]1[CH:31]=[CH:32][C:27]([CH3:37])=[CH:28][CH:29]=1)(=[O:35])=[O:34].